From a dataset of Peptide-MHC class I binding affinity with 185,985 pairs from IEDB/IMGT. Regression. Given a peptide amino acid sequence and an MHC pseudo amino acid sequence, predict their binding affinity value. This is MHC class I binding data. The MHC is HLA-B51:01 with pseudo-sequence HLA-B51:01. The binding affinity (normalized) is 0. The peptide sequence is AVFIHNFKRK.